This data is from Peptide-MHC class II binding affinity with 134,281 pairs from IEDB. The task is: Regression. Given a peptide amino acid sequence and an MHC pseudo amino acid sequence, predict their binding affinity value. This is MHC class II binding data. (1) The peptide sequence is SGFLGPLLVLQAGFF. The binding affinity (normalized) is 0.590. The MHC is HLA-DQA10501-DQB10201 with pseudo-sequence HLA-DQA10501-DQB10201. (2) The peptide sequence is LLVVAVGLRVVC. The MHC is DRB1_0301 with pseudo-sequence DRB1_0301. The binding affinity (normalized) is 0.207. (3) The peptide sequence is DVNASFRAAMATTAN. The MHC is DRB1_0802 with pseudo-sequence DRB1_0802. The binding affinity (normalized) is 0.384. (4) The peptide sequence is EATTDGLGWYKIEID. The MHC is HLA-DQA10501-DQB10201 with pseudo-sequence HLA-DQA10501-DQB10201. The binding affinity (normalized) is 0.364. (5) The peptide sequence is YDDFLANVSTVLTGK. The MHC is DRB1_1602 with pseudo-sequence DRB1_1602. The binding affinity (normalized) is 1.000. (6) The peptide sequence is NAQSAQSQCRTFRGR. The MHC is H-2-IEd with pseudo-sequence H-2-IEd. The binding affinity (normalized) is 0.314. (7) The peptide sequence is GMMMGMFNMLSTVLG. The MHC is DRB1_0401 with pseudo-sequence DRB1_0401. The binding affinity (normalized) is 0.430. (8) The peptide sequence is MVVERLGDYLVEQGM. The MHC is DRB3_0202 with pseudo-sequence DRB3_0202. The binding affinity (normalized) is 0.